From a dataset of Reaction yield outcomes from USPTO patents with 853,638 reactions. Predict the reaction yield, written as a fraction of the theoretical maximum amount of product (1.0 means a 100% yield; for example, 0.34 means a 34% yield). (1) The reactants are [N+:1]([O-:4])([O-])=[O:2].[NH4+].[NH:6]1[CH:10]=[C:9]([C:11]([OH:13])=[O:12])[N:8]=[CH:7]1.[CH3:14]O.N. The catalyst is S(=O)(=O)(O)O. The product is [CH3:14][O:12][C:11]([C:9]1[N:8]=[CH:7][NH:6][C:10]=1[N+:1]([O-:4])=[O:2])=[O:13]. The yield is 0.270. (2) The reactants are [NH2:1][C:2]1[CH:3]=[C:4]([CH:21]=[CH:22][C:23]=1[CH3:24])[O:5][C:6]1[CH:7]=[CH:8][C:9]2[N:10]([CH:12]=[C:13]([NH:15][C:16]([CH:18]3[CH2:20][CH2:19]3)=[O:17])[N:14]=2)[N:11]=1.[Cl:25][C:26]1[CH:34]=[CH:33][C:29]([C:30](O)=[O:31])=[CH:28][C:27]=1[C:35]([F:38])([F:37])[F:36].Cl.CN(C)CCCN=C=NCC.ON1C2C=CC=CC=2N=N1. The catalyst is CN(C)C=O. The product is [Cl:25][C:26]1[CH:34]=[CH:33][C:29]([C:30]([NH:1][C:2]2[CH:3]=[C:4]([O:5][C:6]3[CH:7]=[CH:8][C:9]4[N:10]([CH:12]=[C:13]([NH:15][C:16]([CH:18]5[CH2:20][CH2:19]5)=[O:17])[N:14]=4)[N:11]=3)[CH:21]=[CH:22][C:23]=2[CH3:24])=[O:31])=[CH:28][C:27]=1[C:35]([F:36])([F:37])[F:38]. The yield is 0.630. (3) The reactants are Br[C:2]1[CH:3]=[N:4][N:5]([CH2:7][CH2:8][CH2:9][C:10]([N:12]([CH2:14][C:15]2[CH:20]=[C:19]([F:21])[CH:18]=[CH:17][C:16]=2[O:22][CH3:23])[CH3:13])=[O:11])[CH:6]=1.[F:24][C:25]1[CH:30]=[CH:29][C:28](B(O)O)=[C:27]([CH3:34])[CH:26]=1. No catalyst specified. The product is [F:21][C:19]1[CH:18]=[CH:17][C:16]([O:22][CH3:23])=[C:15]([CH:20]=1)[CH2:14][N:12]([CH3:13])[C:10](=[O:11])[CH2:9][CH2:8][CH2:7][N:5]1[CH:6]=[C:2]([C:28]2[CH:29]=[CH:30][C:25]([F:24])=[CH:26][C:27]=2[CH3:34])[CH:3]=[N:4]1. The yield is 0.970.